This data is from Forward reaction prediction with 1.9M reactions from USPTO patents (1976-2016). The task is: Predict the product of the given reaction. (1) Given the reactants [F:1][C:2]1[CH:3]=[C:4]([C:9]2[CH:18]=[N:17][C:16]3[C:15](C(O)=O)=[C:14]([OH:22])[C:13]([C:23]4[CH:28]=[CH:27][C:26]([F:29])=[C:25]([F:30])[CH:24]=4)=[CH:12][C:11]=3[N:10]=2)[CH:5]=[CH:6][C:7]=1[F:8].Cl.[CH2:32]([NH:34][CH2:35][C:36]([OH:38])=[O:37])C.C(N([CH2:44][CH3:45])CC)C.C1CN([P+]([O:62]N2N=NC3C=CC=CC2=3)(N2CCCC2)N2CCCC2)CC1.F[P-](F)(F)(F)(F)F, predict the reaction product. The product is: [F:1][C:2]1[CH:3]=[C:4]([C:9]2[CH:18]=[N:17][C:16]3[C:11](=[CH:12][C:13]([C:23]4[CH:28]=[CH:27][C:26]([F:29])=[C:25]([F:30])[CH:24]=4)=[C:14]([OH:22])[C:15]=3[C:32]([NH:34][CH2:35][C:36]([O:38][CH2:44][CH3:45])=[O:37])=[O:62])[N:10]=2)[CH:5]=[CH:6][C:7]=1[F:8]. (2) Given the reactants [CH3:1][O:2][C:3]1[CH:4]=[C:5]([CH:8]=[CH:9][C:10]=1[OH:11])[CH:6]=O.Cl.NO.C[N:16](C=O)C, predict the reaction product. The product is: [CH3:1][O:2][C:3]1[CH:4]=[C:5]([CH:8]=[CH:9][C:10]=1[OH:11])[C:6]#[N:16]. (3) Given the reactants [NH2:1][N:2]1[CH2:6][CH2:5][O:4][C:3]1=[O:7].[Cl:8][C:9]1[CH:14]=[CH:13][C:12]([CH2:15][C:16](Cl)=[O:17])=[CH:11][CH:10]=1, predict the reaction product. The product is: [Cl:8][C:9]1[CH:14]=[CH:13][C:12]([CH2:15][C:16]([NH:1][N:2]2[CH2:6][CH2:5][O:4][C:3]2=[O:7])=[O:17])=[CH:11][CH:10]=1. (4) Given the reactants [C:1]1([NH:7][C:8](=[O:19])[NH:9][C:10]2[CH:18]=[CH:17][C:13]([C:14]([OH:16])=O)=[CH:12][CH:11]=2)[CH:6]=[CH:5][CH:4]=[CH:3][CH:2]=1.[N:20]1([C:26]([O:28][C:29]([CH3:32])([CH3:31])[CH3:30])=[O:27])[CH2:25][CH2:24][NH:23][CH2:22][CH2:21]1.N1(O)C2C=CC=CC=2N=N1.Cl.C(N=C=NCCCN(C)C)C, predict the reaction product. The product is: [C:1]1([NH:7][C:8](=[O:19])[NH:9][C:10]2[CH:11]=[CH:12][C:13]([C:14]([N:23]3[CH2:22][CH2:21][N:20]([C:26]([O:28][C:29]([CH3:32])([CH3:31])[CH3:30])=[O:27])[CH2:25][CH2:24]3)=[O:16])=[CH:17][CH:18]=2)[CH:2]=[CH:3][CH:4]=[CH:5][CH:6]=1.